From a dataset of Full USPTO retrosynthesis dataset with 1.9M reactions from patents (1976-2016). Predict the reactants needed to synthesize the given product. (1) Given the product [CH3:23][NH:24][C:19]([C:4]1[C:3](=[O:22])[C:2]([Br:1])=[C:7]([CH3:8])[N:6]([CH:9]([C:11]2[CH:12]=[CH:13][C:14]([C:17]#[N:18])=[CH:15][CH:16]=2)[CH3:10])[CH:5]=1)=[O:21], predict the reactants needed to synthesize it. The reactants are: [Br:1][C:2]1[C:3](=[O:22])[C:4]([C:19]([OH:21])=O)=[CH:5][N:6]([CH:9]([C:11]2[CH:16]=[CH:15][C:14]([C:17]#[N:18])=[CH:13][CH:12]=2)[CH3:10])[C:7]=1[CH3:8].[CH3:23][N:24](C(ON1N=NC2C=CC=CC1=2)=[N+](C)C)C.F[P-](F)(F)(F)(F)F.CCN(C(C)C)C(C)C.CN. (2) The reactants are: [C:1]([O:5][C:6]([N:8]1C[C@@H](CN(C(C)C)C(C2C=C3C(C(C)=CN3CCCOC)=CC=2)=O)[C@H](C=O)C1)=[O:7])(C)(C)[CH3:2].[CH3:37]N.[CH3:39][OH:40].[BH4-].[Na+]. Given the product [CH3:2][CH2:1][O:5][C:6]([CH3:37])=[O:7].[CH3:39][OH:40].[NH4+:8].[OH-:5], predict the reactants needed to synthesize it. (3) The reactants are: [Br:1][C:2]1[C:3]([F:19])=[CH:4][C:5]2[O:14][CH2:13][CH2:12][C:11]3[S:10][C:9]([C:15](O)=[O:16])=[N:8][C:7]=3[C:6]=2[CH:18]=1.[NH4+].[Cl-].CC[N:24](C(C)C)C(C)C.CN(C(ON1N=NC2C=CC=NC1=2)=[N+](C)C)C.F[P-](F)(F)(F)(F)F. Given the product [Br:1][C:2]1[C:3]([F:19])=[CH:4][C:5]2[O:14][CH2:13][CH2:12][C:11]3[S:10][C:9]([C:15]([NH2:24])=[O:16])=[N:8][C:7]=3[C:6]=2[CH:18]=1, predict the reactants needed to synthesize it. (4) Given the product [C:13]([CH2:2][CH2:3][CH2:4][NH:5][C:6](=[O:12])[O:7][C:8]([CH3:11])([CH3:10])[CH3:9])#[N:14], predict the reactants needed to synthesize it. The reactants are: Br[CH2:2][CH2:3][CH2:4][NH:5][C:6](=[O:12])[O:7][C:8]([CH3:11])([CH3:10])[CH3:9].[C-:13]#[N:14].[K+].CS(C)=O.